From a dataset of Reaction yield outcomes from USPTO patents with 853,638 reactions. Predict the reaction yield, written as a fraction of the theoretical maximum amount of product (1.0 means a 100% yield; for example, 0.34 means a 34% yield). (1) The catalyst is C1COCC1.CO. The reactants are [CH3:1][O:2][C:3]1[CH:8]=[CH:7][C:6]([NH:9][C:10]([N:12]2[CH2:18][C:17]3[CH:19]=[CH:20][C:21]([C:23]([O:25]C)=O)=[CH:22][C:16]=3[O:15][C@H:14]([CH3:27])[CH2:13]2)=[O:11])=[CH:5][CH:4]=1.[OH-:28].[Na+].[NH2:30]O. The product is [OH:28][NH:30][C:23]([C:21]1[CH:20]=[CH:19][C:17]2[CH2:18][N:12]([C:10]([NH:9][C:6]3[CH:7]=[CH:8][C:3]([O:2][CH3:1])=[CH:4][CH:5]=3)=[O:11])[CH2:13][C@@H:14]([CH3:27])[O:15][C:16]=2[CH:22]=1)=[O:25]. The yield is 0.520. (2) The reactants are [Br:1][C:2]1[CH:9]=[CH:8][C:5]([CH:6]=[O:7])=[C:4](F)[CH:3]=1.[CH3:11][O-:12].[Na+]. The catalyst is CO. The product is [Br:1][C:2]1[CH:9]=[CH:8][C:5]([CH:6]=[O:7])=[C:4]([O:12][CH3:11])[CH:3]=1. The yield is 0.620. (3) The reactants are [CH3:1][C:2]1[C:7]([OH:8])=[CH:6][CH:5]=[CH:4][N:3]=1.[OH-].[K+].[C:11]([O:15][C:16]([N:18]1[CH:22]2[CH2:23][CH2:24][CH:19]1[CH:20]([CH2:25]OS(C)(=O)=O)[CH2:21]2)=[O:17])([CH3:14])([CH3:13])[CH3:12].O. The catalyst is CN(C=O)C. The product is [CH3:1][C:2]1[C:7]([O:8][CH2:25][CH:20]2[CH2:21][CH:22]3[N:18]([C:16]([O:15][C:11]([CH3:12])([CH3:14])[CH3:13])=[O:17])[CH:19]2[CH2:24][CH2:23]3)=[CH:6][CH:5]=[CH:4][N:3]=1. The yield is 0.900. (4) The reactants are [OH:1][C:2]1([CH2:18][C:19]#[N:20])[C:13]2[C:12]3[O:11][C:10]([CH3:14])=[N:9][C:8]=3[CH:7]=[CH:6][C:5]=2[CH2:4][CH:3]1[CH:15]([CH3:17])[CH3:16].N.[CH2:22]([OH:24])[CH3:23].C(N(CC)CC)C.C(OC(=O)C)(=O)C.C(=O)([O-])O.[Na+]. The catalyst is C(O)C.[Co]. The product is [OH:1][C:2]1([CH2:18][CH2:19][NH:20][C:22](=[O:24])[CH3:23])[C:13]2[C:12]3[O:11][C:10]([CH3:14])=[N:9][C:8]=3[CH:7]=[CH:6][C:5]=2[CH2:4][CH:3]1[CH:15]([CH3:17])[CH3:16]. The yield is 0.190. (5) The reactants are [NH2:1][C:2]1[S:3][C:4]([CH3:11])=[C:5]([C:7]([O:9][CH3:10])=[O:8])[N:6]=1.[Cl:12][CH2:13][C:14](=O)[CH2:15][C:16](OCC)=[O:17]. No catalyst specified. The product is [Cl:12][CH2:13][C:14]1[N:1]=[C:2]2[S:3][C:4]([CH3:11])=[C:5]([C:7]([O:9][CH3:10])=[O:8])[N:6]2[C:16](=[O:17])[CH:15]=1. The yield is 0.380. (6) The reactants are C1([C@H]([NH:9][C@@H:10]2[CH2:15][CH2:14][CH2:13][CH2:12][C@@H:11]2[C:16]([O:18][CH2:19][CH3:20])=[O:17])C)C=CC=CC=1.[S:21]([C:25]1[CH:31]=[CH:30][C:28]([CH3:29])=[CH:27][CH:26]=1)([OH:24])(=[O:23])=[O:22]. The catalyst is C(O)C.[Pd]. The product is [S:21]([C:25]1[CH:31]=[CH:30][C:28]([CH3:29])=[CH:27][CH:26]=1)([OH:24])(=[O:23])=[O:22].[NH2:9][C@@H:10]1[CH2:15][CH2:14][CH2:13][CH2:12][C@@H:11]1[C:16]([O:18][CH2:19][CH3:20])=[O:17]. The yield is 0.810.